Dataset: Full USPTO retrosynthesis dataset with 1.9M reactions from patents (1976-2016). Task: Predict the reactants needed to synthesize the given product. (1) Given the product [O:18]=[S:17]1(=[O:19])[CH2:16][CH2:15][CH2:14][N:1]1[C:2]1[CH:12]=[CH:11][C:5]([C:6]([O:8][CH2:9][CH3:10])=[O:7])=[CH:4][N:3]=1, predict the reactants needed to synthesize it. The reactants are: [NH2:1][C:2]1[CH:12]=[CH:11][C:5]([C:6]([O:8][CH2:9][CH3:10])=[O:7])=[CH:4][N:3]=1.Cl[CH2:14][CH2:15][CH2:16][S:17](Cl)(=[O:19])=[O:18]. (2) Given the product [NH2:1][C:4]1[CH:20]=[CH:19][C:7]2[O:8][CH2:9][CH2:10][N:11]([C:12]([O:14][C:15]([CH3:16])([CH3:17])[CH3:18])=[O:13])[C:6]=2[CH:5]=1, predict the reactants needed to synthesize it. The reactants are: [N+:1]([C:4]1[CH:20]=[CH:19][C:7]2[O:8][CH2:9][CH2:10][N:11]([C:12]([O:14][C:15]([CH3:18])([CH3:17])[CH3:16])=[O:13])[C:6]=2[CH:5]=1)([O-])=O.[NH4+].[Cl-]. (3) Given the product [CH3:1][C:2]([CH2:4][CH:5]([C:12]1[C:21](=[O:22])[O:20][C:19]2[C:14](=[CH:15][CH:16]=[CH:17][CH:18]=2)[C:13]=1[O-:23])[C:6]1[CH:7]=[CH:8][CH:9]=[CH:10][CH:11]=1)=[O:3].[K+:26], predict the reactants needed to synthesize it. The reactants are: [CH3:1][C:2]([CH2:4][CH:5]([C:12]1[C:21](=[O:22])[O:20][C:19]2[CH:18]=[CH:17][CH:16]=[CH:15][C:14]=2[C:13]=1[OH:23])[C:6]1[CH:7]=[CH:8][CH:9]=[CH:10][CH:11]=1)=[O:3].[K].[OH-].[K+:26].C[Si]([N-][Si](C)(C)C)(C)C.[K+].C([N-]C(C)C)(C)C.[K+]. (4) Given the product [F:12][C:13]([F:20])([F:19])[C:14]([NH:2][CH2:3][CH2:4][CH2:5][CH2:6][CH2:7][C:8]([O:10][CH3:11])=[O:9])=[O:15], predict the reactants needed to synthesize it. The reactants are: Cl.[NH2:2][CH2:3][CH2:4][CH2:5][CH2:6][CH2:7][C:8]([O:10][CH3:11])=[O:9].[F:12][C:13]([F:20])([F:19])[C:14](OCC)=[O:15].C(N(CC)CC)C.